This data is from Catalyst prediction with 721,799 reactions and 888 catalyst types from USPTO. The task is: Predict which catalyst facilitates the given reaction. (1) Reactant: [F:1][CH:2]([F:12])[O:3][CH2:4][CH:5]1[CH2:8][CH:7](C(O)=O)[CH2:6]1.C1C=CC(P([N:27]=[N+]=[N-])(C2C=CC=CC=2)=O)=CC=1.[Cl:30][C:31]1[CH:32]=[C:33]([C:37]2[C:45]([C:46]([NH2:48])=[O:47])=[C:40]3[CH2:41][NH:42][CH2:43][CH2:44][N:39]3[N:38]=2)[CH:34]=[CH:35][CH:36]=1.C1[CH2:53][O:52]CC1. Product: [Cl:30][C:31]1[CH:32]=[C:33]([C:37]2[C:45]([C:46]([NH2:48])=[O:47])=[C:40]3[CH2:41][N:42]([C:53]([NH:27][CH:7]4[CH2:6][CH:5]([CH2:4][O:3][CH:2]([F:1])[F:12])[CH2:8]4)=[O:52])[CH2:43][CH2:44][N:39]3[N:38]=2)[CH:34]=[CH:35][CH:36]=1. The catalyst class is: 11. (2) Reactant: [Cl:1][C:2]1[CH:7]=[CH:6][C:5](OB(O)O)=[CH:4][CH:3]=1.[Cl:12][C:13]1[N:14]=[N:15][C:16](Cl)=[CH:17][CH:18]=1.C([O-])([O-])=O.[Na+].[Na+].O. Product: [Cl:12][C:13]1[N:14]=[N:15][C:16]([C:5]2[CH:6]=[CH:7][C:2]([Cl:1])=[CH:3][CH:4]=2)=[CH:17][CH:18]=1. The catalyst class is: 75. (3) Reactant: [CH2:1]([C:8]1[N:9]([CH2:14][CH2:15][C:16]2[S:17][CH:18]=[CH:19][CH:20]=2)[C:10](=O)[NH:11][N:12]=1)[C:2]1[CH:7]=[CH:6][CH:5]=[CH:4][CH:3]=1.COC1C=CC(P2(SP(C3C=CC(OC)=CC=3)(=S)S2)=[S:30])=CC=1. Product: [CH2:1]([C:8]1[N:9]([CH2:14][CH2:15][C:16]2[S:17][CH:18]=[CH:19][CH:20]=2)[C:10](=[S:30])[NH:11][N:12]=1)[C:2]1[CH:7]=[CH:6][CH:5]=[CH:4][CH:3]=1. The catalyst class is: 11. (4) Reactant: C(P1(=O)OP(CCC)(=O)OP(CCC)(=O)O1)CC.[NH2:19][C:20]1[N:25]=[C:24]([CH3:26])[C:23]([CH2:27][C:28]2[CH:33]=[CH:32][C:31]([CH2:34][C:35]([OH:37])=[O:36])=[CH:30][CH:29]=2)=[C:22]([NH:38][CH2:39][CH2:40][CH2:41][CH2:42][CH3:43])[N:21]=1.[CH3:44][N:45]([CH3:49])[CH2:46][CH2:47]O. Product: [NH2:19][C:20]1[N:25]=[C:24]([CH3:26])[C:23]([CH2:27][C:28]2[CH:29]=[CH:30][C:31]([CH2:34][C:35]([O:37][CH2:47][CH2:46][N:45]([CH3:49])[CH3:44])=[O:36])=[CH:32][CH:33]=2)=[C:22]([NH:38][CH2:39][CH2:40][CH2:41][CH2:42][CH3:43])[N:21]=1. The catalyst class is: 241. (5) Reactant: [Cl:1][C:2]1[N:10]=[C:9]2[C:5]([N:6]=[CH:7][N:8]2[CH:11]2[CH2:15][CH2:14][CH2:13][CH2:12]2)=[C:4](Cl)[N:3]=1.[Cl:17][C:18]1[CH:23]=[C:22]([Cl:24])[CH:21]=[CH:20][C:19]=1[NH:25][NH2:26]. Product: [Cl:1][C:2]1[N:10]=[C:9]2[C:5]([N:6]=[CH:7][N:8]2[CH:11]2[CH2:15][CH2:14][CH2:13][CH2:12]2)=[C:4]([NH:26][NH:25][C:19]2[CH:20]=[CH:21][C:22]([Cl:24])=[CH:23][C:18]=2[Cl:17])[N:3]=1. The catalyst class is: 66. (6) Reactant: [C:1](OC(=O)C)(=[O:3])[CH3:2].[F:8][C:9]([F:42])([F:41])[C:10]1[CH:11]=[C:12]([CH:34]=[C:35]([C:37]([F:40])([F:39])[F:38])[CH:36]=1)[CH2:13][NH:14][CH:15]1[CH2:21][CH2:20][CH2:19][N:18]([C:22]([O:24][C:25]([CH3:28])([CH3:27])[CH3:26])=[O:23])[C:17]2[CH:29]=[C:30]([Br:33])[CH:31]=[CH:32][C:16]1=2.N1C=CC=CC=1. Product: [C:1]([N:14]([CH2:13][C:12]1[CH:34]=[C:35]([C:37]([F:38])([F:39])[F:40])[CH:36]=[C:10]([C:9]([F:8])([F:41])[F:42])[CH:11]=1)[CH:15]1[CH2:21][CH2:20][CH2:19][N:18]([C:22]([O:24][C:25]([CH3:28])([CH3:27])[CH3:26])=[O:23])[C:17]2[CH:29]=[C:30]([Br:33])[CH:31]=[CH:32][C:16]1=2)(=[O:3])[CH3:2]. The catalyst class is: 4.